This data is from Reaction yield outcomes from USPTO patents with 853,638 reactions. The task is: Predict the reaction yield, written as a fraction of the theoretical maximum amount of product (1.0 means a 100% yield; for example, 0.34 means a 34% yield). (1) The reactants are [CH3:1][N:2]1[CH2:6][CH2:5][CH2:4][CH:3]1[C:7]1[CH:8]=[CH:9][C:10]([NH2:13])=[N:11][CH:12]=1.CC[Br-][O:17][C:18]([C:20]([CH3:22])=O)=[O:19].O.[OH-].[Li+]. The catalyst is C(O)C. The product is [CH3:1][N:2]1[CH2:6][CH2:5][CH2:4][CH:3]1[C:7]1[CH:8]=[CH:9][C:10]2[N:11]([CH:22]=[C:20]([C:18]([OH:19])=[O:17])[N:13]=2)[CH:12]=1. The yield is 0.420. (2) The reactants are C[O:2][C:3]([C:5]1[S:6][C:7]([C:12]([F:15])([F:14])[F:13])=[CH:8][C:9]=1[O:10][CH3:11])=[O:4].[OH-].[K+]. The catalyst is O.CO. The product is [CH3:11][O:10][C:9]1[CH:8]=[C:7]([C:12]([F:14])([F:15])[F:13])[S:6][C:5]=1[C:3]([OH:4])=[O:2]. The yield is 0.870. (3) The reactants are [CH2:1]=[C:2]([CH:4]1[CH2:15][CH2:14][CH2:13][CH2:12][CH2:11][CH2:10][CH2:9][CH2:8][CH2:7][CH2:6][C:5]1=[O:16])[CH3:3].[CH2:17]([O:19][N:20]=[CH:21][CH3:22])[CH3:18].Cl[Sn](Cl)(Cl)Cl. The catalyst is ClCCCl. The product is [CH2:17]([O:19][N:20]1[CH:21]([CH3:22])[CH2:3][C:2]([CH3:1])=[CH:4][CH2:15][CH2:14][CH2:13][CH2:12][CH2:11][CH2:10][CH2:9][CH2:8][CH2:7][CH2:6][C:5]1=[O:16])[CH3:18]. The yield is 0.880. (4) The yield is 0.920. The product is [CH3:10][O:11][C:12]([C:14]1[CH:19]=[CH:18][C:17]([C:20]2[CH:25]=[C:24]([O:26][CH3:27])[CH:23]=[CH:22][C:21]=2[F:28])=[C:16]([CH:29]([OH:30])[C:7]([CH3:9])([CH3:8])[CH:6]=[CH2:5])[CH:15]=1)=[O:13]. The catalyst is CN(C=O)C.CCOC(C)=O.O. The reactants are [I-].[Na+].[In].Br[CH2:5][CH:6]=[C:7]([CH3:9])[CH3:8].[CH3:10][O:11][C:12]([C:14]1[CH:19]=[CH:18][C:17]([C:20]2[CH:25]=[C:24]([O:26][CH3:27])[CH:23]=[CH:22][C:21]=2[F:28])=[C:16]([CH:29]=[O:30])[CH:15]=1)=[O:13]. (5) The catalyst is C(OCC)(=O)C. The yield is 0.990. The product is [Cl:1][C:2]1[N:11]=[CH:10][C:9]2[N:8]([CH2:12][C:13]3[CH:20]=[CH:19][CH:18]=[CH:17][C:14]=3[C:15]([NH2:16])=[O:26])[CH2:7][CH:6]3[CH2:21][O:22][CH2:23][CH2:24][N:5]3[C:4]=2[N:3]=1. The reactants are [Cl:1][C:2]1[N:11]=[CH:10][C:9]2[N:8]([CH2:12][C:13]3[CH:20]=[CH:19][CH:18]=[CH:17][C:14]=3[C:15]#[N:16])[CH2:7][CH:6]3[CH2:21][O:22][CH2:23][CH2:24][N:5]3[C:4]=2[N:3]=1.S(=O)(=O)(O)[OH:26].